From a dataset of Full USPTO retrosynthesis dataset with 1.9M reactions from patents (1976-2016). Predict the reactants needed to synthesize the given product. (1) Given the product [CH3:1][O:2][C:3]1[CH:4]=[C:5]([CH2:11][C:12](=[O:14])[C:24]([F:30])([F:29])[F:23])[CH:6]=[CH:7][C:8]=1[O:9][CH3:10], predict the reactants needed to synthesize it. The reactants are: [CH3:1][O:2][C:3]1[CH:4]=[C:5]([CH2:11][C:12]([OH:14])=O)[CH:6]=[CH:7][C:8]=1[O:9][CH3:10].C([N-]C(C)C)(C)C.[Li+].[F:23][C:24]([F:30])([F:29])C(OC)=O. (2) The reactants are: [Cl:1][C:2]1[CH:3]=[C:4]([NH:9][C:10](=[O:17])[NH:11][NH:12][C:13](OC)=[O:14])[CH:5]=[C:6]([Cl:8])[CH:7]=1. Given the product [Cl:8][C:6]1[CH:5]=[C:4]([N:9]2[C:10](=[O:17])[NH:11][NH:12][C:13]2=[O:14])[CH:3]=[C:2]([Cl:1])[CH:7]=1, predict the reactants needed to synthesize it.